Dataset: Full USPTO retrosynthesis dataset with 1.9M reactions from patents (1976-2016). Task: Predict the reactants needed to synthesize the given product. (1) Given the product [CH3:26][O:27][N:28]([CH3:29])[C:10](=[O:11])[CH:9]([C:13]1[CH:18]=[CH:17][CH:16]=[CH:15][CH:14]=1)[CH2:8][C:5]1[CH:6]=[CH:7][C:2]([Cl:1])=[CH:3][CH:4]=1, predict the reactants needed to synthesize it. The reactants are: [Cl:1][C:2]1[CH:7]=[CH:6][C:5]([CH2:8][CH:9]([C:13]2[CH:18]=[CH:17][CH:16]=[CH:15][CH:14]=2)[C:10](O)=[O:11])=[CH:4][CH:3]=1.C(Cl)(=O)C(Cl)=O.Cl.[CH3:26][O:27][NH:28][CH3:29].C(N(CC)CC)C. (2) Given the product [CH2:15]([O:14][C:12](=[O:13])/[CH:11]=[CH:39]/[C:38]1[CH:37]=[N:36][N:33]2[CH:34]=[CH:35][C:30]([N:26]3[CH2:27][CH2:28][CH2:29][C@@H:25]3[C:19]3[CH:20]=[C:21]([F:24])[CH:22]=[CH:23][C:18]=3[F:17])=[N:31][C:32]=12)[CH3:16], predict the reactants needed to synthesize it. The reactants are: [H-].[Na+].C(OP([CH2:11][C:12]([O:14][CH2:15][CH3:16])=[O:13])(OCC)=O)C.[F:17][C:18]1[CH:23]=[CH:22][C:21]([F:24])=[CH:20][C:19]=1[C@H:25]1[CH2:29][CH2:28][CH2:27][N:26]1[C:30]1[CH:35]=[CH:34][N:33]2[N:36]=[CH:37][C:38]([CH:39]=O)=[C:32]2[N:31]=1. (3) Given the product [Br:20][C:21]1[CH:22]=[CH:23][C:24]([N:4]([CH2:1][CH2:2][CH3:3])[CH2:5][CH2:6][CH2:7][CH2:8][C:14]([OH:15])=[O:17])=[C:25]([CH:26]=[O:27])[CH:28]=1, predict the reactants needed to synthesize it. The reactants are: [CH2:1]([N:4]1C[CH2:8][CH2:7][CH2:6][C:5]1=O)[CH2:2][CH3:3].[OH-].[Na+].Cl.[C:14](=[O:17])([O-])[O-:15].[Na+].[Na+].[Br:20][C:21]1[CH:22]=[CH:23][C:24](F)=[C:25]([CH:28]=1)[CH:26]=[O:27].